Dataset: Forward reaction prediction with 1.9M reactions from USPTO patents (1976-2016). Task: Predict the product of the given reaction. (1) Given the reactants [Cl:1][C:2]1[CH:3]=[C:4]([CH:8]=[CH:9][C:10]=1[N+:11]([O-:13])=[O:12])[C:5](O)=[O:6].S(Cl)([Cl:16])=O, predict the reaction product. The product is: [Cl:1][C:2]1[CH:3]=[C:4]([CH:8]=[CH:9][C:10]=1[N+:11]([O-:13])=[O:12])[C:5]([Cl:16])=[O:6]. (2) Given the reactants Cl[C:2]1[N:6]([CH3:7])[N:5]=[CH:4][C:3]=1[N+:8]([O-:10])=[O:9].[OH:11][C@@H:12]1[CH2:17][CH2:16][CH2:15][N:14]([C:18]([O:20][C:21]([CH3:24])([CH3:23])[CH3:22])=[O:19])[CH2:13]1, predict the reaction product. The product is: [CH3:7][N:6]1[C:2]([O:11][C@@H:12]2[CH2:17][CH2:16][CH2:15][N:14]([C:18]([O:20][C:21]([CH3:24])([CH3:23])[CH3:22])=[O:19])[CH2:13]2)=[C:3]([N+:8]([O-:10])=[O:9])[CH:4]=[N:5]1. (3) Given the reactants Br[C:2]1[CH:3]=[N:4][C:5]([C:8]2[CH:9]=[CH:10][C:11]([O:16][CH:17]([CH3:19])[CH3:18])=[C:12]([CH:15]=2)[C:13]#[N:14])=[N:6][CH:7]=1.[CH2:20]([C:22]1[C:27](B2OC(C)(C)C(C)(C)O2)=[CH:26][CH:25]=[CH:24][C:23]=1[O:37][CH2:38][CH2:39][CH2:40][C:41]([O:43][CH2:44][CH3:45])=[O:42])[CH3:21].P([O-])([O-])([O-])=O.[K+].[K+].[K+], predict the reaction product. The product is: [C:13]([C:12]1[CH:15]=[C:8]([C:5]2[N:4]=[CH:3][C:2]([C:27]3[C:22]([CH2:20][CH3:21])=[C:23]([O:37][CH2:38][CH2:39][CH2:40][C:41]([O:43][CH2:44][CH3:45])=[O:42])[CH:24]=[CH:25][CH:26]=3)=[CH:7][N:6]=2)[CH:9]=[CH:10][C:11]=1[O:16][CH:17]([CH3:19])[CH3:18])#[N:14]. (4) Given the reactants [C:1]([O:5][C:6]([N:8]1[CH2:12][CH2:11][CH:10]([OH:13])[CH2:9]1)=[O:7])([CH3:4])([CH3:3])[CH3:2].[CH3:14][S:15](Cl)(=[O:17])=[O:16].O, predict the reaction product. The product is: [C:1]([O:5][C:6]([N:8]1[CH2:12][CH2:11][CH:10]([O:13][S:15]([CH3:14])(=[O:17])=[O:16])[CH2:9]1)=[O:7])([CH3:4])([CH3:2])[CH3:3]. (5) Given the reactants [CH3:1][O:2][C:3]1[CH:4]=[CH:5][C:6]2[NH:12][C:11](=[O:13])[N:10]([CH:14]3[CH2:19][CH2:18][NH:17][CH2:16][CH2:15]3)[CH2:9][CH2:8][C:7]=2[CH:20]=1.Cl[C:22]1[N:27]=[C:26]([CH:28]2[CH2:30][CH2:29]2)[N:25]=[C:24]([O:31][C:32]2[CH:41]=[C:40]([CH3:42])[C:35]3[NH:36][C:37](=[O:39])[O:38][C:34]=3[CH:33]=2)[CH:23]=1.CCN(C(C)C)C(C)C.O, predict the reaction product. The product is: [CH:28]1([C:26]2[N:25]=[C:24]([O:31][C:32]3[CH:41]=[C:40]([CH3:42])[C:35]4[NH:36][C:37](=[O:39])[O:38][C:34]=4[CH:33]=3)[CH:23]=[C:22]([N:17]3[CH2:18][CH2:19][CH:14]([N:10]4[CH2:9][CH2:8][C:7]5[CH:20]=[C:3]([O:2][CH3:1])[CH:4]=[CH:5][C:6]=5[NH:12][C:11]4=[O:13])[CH2:15][CH2:16]3)[N:27]=2)[CH2:30][CH2:29]1. (6) Given the reactants [CH:1]1[C:14]2[C:13](=O)[C:12]3[C:7](=CC=C[CH:11]=3)[C:6](=[O:16])[C:5]=2C=CC=1.[CH3:17]C(CC)=O, predict the reaction product. The product is: [CH3:17][C:12]([CH3:11])=[CH:7][C:6]([CH:5]=[C:14]([CH3:13])[CH3:1])=[O:16]. (7) Given the reactants Cl[C:2]1[CH:7]=[C:6]([Cl:8])[N:5]=[C:4]([I:9])[N:3]=1.C(N(CC)CC)C.[CH3:17][O:18][C:19]1[CH:26]=[CH:25][C:22]([CH2:23][NH2:24])=[CH:21][CH:20]=1, predict the reaction product. The product is: [Cl:8][C:6]1[N:5]=[C:4]([I:9])[N:3]=[C:2]([NH:24][CH2:23][C:22]2[CH:25]=[CH:26][C:19]([O:18][CH3:17])=[CH:20][CH:21]=2)[CH:7]=1. (8) Given the reactants Br[C:2]1[CH:11]=[CH:10][C:5]2[C:6](=[O:9])[O:7][CH2:8][C:4]=2[CH:3]=1.[CH3:12][C:13]1([CH3:29])[C:17]([CH3:19])([CH3:18])[O:16][B:15]([B:15]2[O:16][C:17]([CH3:19])([CH3:18])[C:13]([CH3:29])([CH3:12])[O:14]2)[O:14]1, predict the reaction product. The product is: [CH3:12][C:13]1([CH3:29])[C:17]([CH3:19])([CH3:18])[O:16][B:15]([C:2]2[CH:11]=[CH:10][C:5]3[C:6](=[O:9])[O:7][CH2:8][C:4]=3[CH:3]=2)[O:14]1. (9) Given the reactants C[O:2][C:3]([C:5]1[S:9][C:8]([C:10]2[CH:15]=[CH:14][C:13]([O:16][CH2:17][C:18]3[C:19]([C:26]4[C:31]([C:32]([F:35])([F:34])[F:33])=[CH:30][CH:29]=[CH:28][C:27]=4[F:36])=[N:20][O:21][C:22]=3[CH:23]3[CH2:25][CH2:24]3)=[CH:12][C:11]=2[CH3:37])=[N:7][C:6]=1[CH3:38])=[O:4].[Li+].[OH-].Cl, predict the reaction product. The product is: [CH:23]1([C:22]2[O:21][N:20]=[C:19]([C:26]3[C:31]([C:32]([F:33])([F:34])[F:35])=[CH:30][CH:29]=[CH:28][C:27]=3[F:36])[C:18]=2[CH2:17][O:16][C:13]2[CH:14]=[CH:15][C:10]([C:8]3[S:9][C:5]([C:3]([OH:4])=[O:2])=[C:6]([CH3:38])[N:7]=3)=[C:11]([CH3:37])[CH:12]=2)[CH2:25][CH2:24]1. (10) Given the reactants Cl[C:2]1[N:7]=[C:6]([N:8]([CH3:14])[CH:9]([CH3:13])[CH2:10][CH2:11][OH:12])[CH:5]=[C:4]([Cl:15])[N:3]=1.[Li+].[OH-:17].OO, predict the reaction product. The product is: [Cl:15][C:4]1[CH:5]=[C:6]([N:8]([CH:9]([CH2:10][CH2:11][OH:12])[CH3:13])[CH3:14])[N:7]=[C:2]([OH:17])[N:3]=1.